From a dataset of Reaction yield outcomes from USPTO patents with 853,638 reactions. Predict the reaction yield, written as a fraction of the theoretical maximum amount of product (1.0 means a 100% yield; for example, 0.34 means a 34% yield). (1) The yield is 0.640. The catalyst is C(Cl)Cl.C1CCCCC1. The product is [CH2:1]([CH:3]1[CH2:7][CH:6]([O:8][CH2:18][C:19]2[CH:24]=[CH:23][C:22]([O:25][CH3:26])=[CH:21][CH:20]=2)[CH2:5][CH:4]1[C:9]([O:11][CH2:12][CH3:13])=[O:10])[CH3:2]. The reactants are [CH2:1]([CH:3]1[CH2:7][CH:6]([OH:8])[CH2:5][CH:4]1[C:9]([O:11][CH2:12][CH3:13])=[O:10])[CH3:2].ClC(Cl)(Cl)C(=N)O[CH2:18][C:19]1[CH:24]=[CH:23][C:22]([O:25][CH3:26])=[CH:21][CH:20]=1.FC(F)(F)S(O)(=O)=O. (2) The reactants are [CH3:1][C:2]1[C:3]2[N:4]([C:8]([C@@H:29]3[CH2:34][CH2:33][CH2:32][CH2:31][NH:30]3)=[N:9][C:10]=2[C:11]2[CH:28]=[CH:27][C:14]([C:15]([NH:17][C:18]3[CH:23]=[C:22]([CH2:24][CH2:25][CH3:26])[CH:21]=[CH:20][N:19]=3)=[O:16])=[CH:13][CH:12]=2)[CH:5]=[CH:6][N:7]=1.[C:35](O)(=[O:38])[CH:36]=[CH2:37]. No catalyst specified. The product is [C:35]([N:30]1[CH2:31][CH2:32][CH2:33][CH2:34][C@H:29]1[C:8]1[N:4]2[CH:5]=[CH:6][N:7]=[C:2]([CH3:1])[C:3]2=[C:10]([C:11]2[CH:28]=[CH:27][C:14]([C:15]([NH:17][C:18]3[CH:23]=[C:22]([CH2:24][CH2:25][CH3:26])[CH:21]=[CH:20][N:19]=3)=[O:16])=[CH:13][CH:12]=2)[N:9]=1)(=[O:38])[CH:36]=[CH2:37]. The yield is 0.268. (3) The reactants are Br[CH2:2][C:3]([C:5]1[C:10]([CH3:11])=[CH:9][C:8]([S:12][CH3:13])=[CH:7][C:6]=1[CH3:14])=O.[NH2:15][C:16]([NH2:18])=[S:17]. The catalyst is CCO. The product is [CH3:14][C:6]1[CH:7]=[C:8]([S:12][CH3:13])[CH:9]=[C:10]([CH3:11])[C:5]=1[C:3]1[N:15]=[C:16]([NH2:18])[S:17][CH:2]=1. The yield is 0.450.